From a dataset of Forward reaction prediction with 1.9M reactions from USPTO patents (1976-2016). Predict the product of the given reaction. Given the reactants Br[C:2]1[C:10]2[C:5](=[CH:6][CH:7]=[C:8]([C:11]#[N:12])[CH:9]=2)[N:4]([CH:13]2[CH2:18][CH2:17][CH2:16][CH2:15][O:14]2)[N:3]=1.C(N(C(C)C)CC)(C)C.[C:28]1([C:34]#[CH:35])[CH:33]=[CH:32][CH:31]=[CH:30][CH:29]=1, predict the reaction product. The product is: [O:14]1[CH2:15][CH2:16][CH2:17][CH2:18][CH:13]1[N:4]1[C:5]2[C:10](=[CH:9][C:8]([C:11]#[N:12])=[CH:7][CH:6]=2)[C:2]([C:35]#[C:34][C:28]2[CH:33]=[CH:32][CH:31]=[CH:30][CH:29]=2)=[N:3]1.